From a dataset of Catalyst prediction with 721,799 reactions and 888 catalyst types from USPTO. Predict which catalyst facilitates the given reaction. Reactant: [Br:1][C:2]1[C:18]([O:19][CH3:20])=[CH:17][C:5]2[CH2:6][CH2:7][C:8]3[C:12]([C:4]=2[CH:3]=1)=[N:11][NH:10][C:9]=3[C:13]([O:15][CH3:16])=[O:14].CC(C)([O-])C.[Li+].[C:27]([NH:34][CH2:35][CH2:36][CH2:37]Br)([O:29][C:30]([CH3:33])([CH3:32])[CH3:31])=[O:28]. Product: [Br:1][C:2]1[C:18]([O:19][CH3:20])=[CH:17][C:5]2[CH2:6][CH2:7][C:8]3[C:12]([C:4]=2[CH:3]=1)=[N:11][N:10]([CH2:37][CH2:36][CH2:35][NH:34][C:27]([O:29][C:30]([CH3:31])([CH3:33])[CH3:32])=[O:28])[C:9]=3[C:13]([O:15][CH3:16])=[O:14]. The catalyst class is: 198.